Task: Predict the product of the given reaction.. Dataset: Forward reaction prediction with 1.9M reactions from USPTO patents (1976-2016) (1) Given the reactants [NH2:1][N:2]1[C:6]([CH2:7][C:8]2[CH:9]=[C:10]3[C:15](=[CH:16][CH:17]=2)[N:14]=[CH:13][CH:12]=[CH:11]3)=[N:5][N:4]=[C:3]1[SH:18].[CH3:19][N:20]1[CH:24]=[C:23]([C:25](O)=O)[CH:22]=[N:21]1.[OH-].[K+], predict the reaction product. The product is: [CH3:19][N:20]1[CH:24]=[C:23]([C:25]2[S:18][C:3]3=[N:4][N:5]=[C:6]([CH2:7][C:8]4[CH:9]=[C:10]5[C:15](=[CH:16][CH:17]=4)[N:14]=[CH:13][CH:12]=[CH:11]5)[N:2]3[N:1]=2)[CH:22]=[N:21]1. (2) Given the reactants CC(OC(/N=N/C(OC(C)C)=O)=O)C.[C:15]1([N:25]2[C:29](=[S:30])[N:28]=[N:27][NH:26]2)[C:24]2[C:19](=[CH:20][CH:21]=[CH:22][CH:23]=2)[CH:18]=[CH:17][CH:16]=1.[Cl:31][C:32]1[CH:37]=[CH:36][CH:35]=[CH:34][C:33]=1[C@@H:38]1[CH2:40][C@H:39]1[CH2:41]O.C1C=CC(P(C2C=CC=CC=2)C2C=CC=CC=2)=CC=1, predict the reaction product. The product is: [Cl:31][C:32]1[CH:37]=[CH:36][CH:35]=[CH:34][C:33]=1[C@@H:38]1[CH2:40][C@H:39]1[CH2:41][S:30][C:29]1[N:25]([C:15]2[C:24]3[C:19](=[CH:20][CH:21]=[CH:22][CH:23]=3)[CH:18]=[CH:17][CH:16]=2)[N:26]=[N:27][N:28]=1. (3) Given the reactants [N+:1]([C:4]1[CH:5]=[C:6]([OH:12])[C:7]([O:10][CH3:11])=[CH:8][CH:9]=1)([O-:3])=[O:2].Cl.ClC[CH2:16][N:17]([CH:21]([CH3:23])[CH3:22])[CH:18]([CH3:20])[CH3:19].[C:24](=O)([O-])[O-].[K+].[K+].O, predict the reaction product. The product is: [CH:18]([N:17]([CH:21]([CH3:23])[CH3:22])[CH2:16][CH2:11][O:10][C:7]1[CH:8]=[CH:9][C:4]([N+:1]([O-:3])=[O:2])=[CH:5][C:6]=1[O:12][CH3:24])([CH3:20])[CH3:19]. (4) Given the reactants Br[C:2]1[CH:7]=[CH:6][CH:5]=[CH:4][C:3]=1[O:8][CH:9]([F:11])[F:10].[NH2:12][C:13]1[CH:18]=[CH:17][C:16](B(O)O)=[CH:15][C:14]=1[N+:22]([O-:24])=[O:23], predict the reaction product. The product is: [N+:22]([C:14]1[CH:15]=[C:16]([C:2]2[CH:7]=[CH:6][CH:5]=[CH:4][C:3]=2[O:8][CH:9]([F:11])[F:10])[CH:17]=[CH:18][C:13]=1[NH2:12])([O-:24])=[O:23].